Dataset: Full USPTO retrosynthesis dataset with 1.9M reactions from patents (1976-2016). Task: Predict the reactants needed to synthesize the given product. (1) Given the product [O:14]=[C:13]1[N:23]2[CH2:22][C@H:21]([C:24]([O:26][CH3:27])=[O:25])[CH2:20][CH2:19][C@@H:18]2[CH2:17][N:11]([C:9]([O:8][CH2:1][C:2]2[CH:7]=[CH:6][CH:5]=[CH:4][CH:3]=2)=[O:10])[CH2:12]1, predict the reactants needed to synthesize it. The reactants are: [CH2:1]([O:8][C:9]([N:11]([CH2:17][CH:18]1[NH:23][CH2:22][CH:21]([C:24]([O:26][CH3:27])=[O:25])[CH2:20][CH2:19]1)[CH2:12][C:13](OC)=[O:14])=[O:10])[C:2]1[CH:7]=[CH:6][CH:5]=[CH:4][CH:3]=1. (2) Given the product [ClH:24].[N:12]1([C:10](=[O:11])[C@@H:9]([NH2:8])[C:18]2[CH:23]=[CH:22][CH:21]=[CH:20][CH:19]=2)[CH2:17][CH2:16][O:15][CH2:14][CH2:13]1, predict the reactants needed to synthesize it. The reactants are: C(OC([NH:8][C@@H:9]([C:18]1[CH:23]=[CH:22][CH:21]=[CH:20][CH:19]=1)[C:10]([N:12]1[CH2:17][CH2:16][O:15][CH2:14][CH2:13]1)=[O:11])=O)(C)(C)C.[ClH:24].C(OCC)C. (3) Given the product [CH2:22]([C:23]1[CH:28]=[CH:27][C:26]([NH:29][C:30]([C:7]2[C:8]([CH3:11])([CH3:12])[CH2:9][CH2:10][N:5]([C:1]([CH3:4])([CH3:3])[CH3:2])[CH:6]=2)=[O:31])=[CH:25][CH:24]=1)[C:19]1[CH:18]=[CH:17][C:16]([NH:13][C:14]([C:9]2[C:8]([CH3:12])([CH3:11])[CH2:7][CH2:6][N:5]([C:1]([CH3:4])([CH3:2])[CH3:3])[CH:10]=2)=[O:15])=[CH:21][CH:20]=1, predict the reactants needed to synthesize it. The reactants are: [C:1]([N:5]1[CH:10]=[CH:9][C:8]([CH3:12])([CH3:11])[CH2:7][CH2:6]1)([CH3:4])([CH3:3])[CH3:2].[N:13]([C:16]1[CH:21]=[CH:20][C:19]([CH2:22][C:23]2[CH:28]=[CH:27][C:26]([N:29]=[C:30]=[O:31])=[CH:25][CH:24]=2)=[CH:18][CH:17]=1)=[C:14]=[O:15]. (4) Given the product [Cl:30][C:27]1[CH:28]=[C:29]2[C:24](=[C:25]([Cl:31])[CH:26]=1)[CH2:23][N:22]([CH3:32])[CH2:21][CH:20]2[C:16]1[CH:15]=[C:14]([S:11]([NH:10][CH2:9][CH2:8][O:7][CH2:6][CH2:5][O:4][CH2:3][CH2:2][NH:1][C:49](=[O:54])[CH2:50][CH2:51][C:52]([NH:48][CH2:2][CH2:3][O:4][CH2:5][CH2:6][O:7][CH2:8][CH2:9][NH:10][S:11]([C:14]2[CH:19]=[CH:18][CH:17]=[C:16]([CH:37]3[C:29]4[C:39](=[C:25]([Cl:31])[CH:26]=[C:27]([Cl:30])[CH:28]=4)[CH2:38][N:35]([CH3:33])[CH2:36]3)[CH:15]=2)(=[O:13])=[O:12])=[O:53])(=[O:13])=[O:12])[CH:19]=[CH:18][CH:17]=1, predict the reactants needed to synthesize it. The reactants are: [NH2:1][CH2:2][CH2:3][O:4][CH2:5][CH2:6][O:7][CH2:8][CH2:9][NH:10][S:11]([C:14]1[CH:19]=[CH:18][CH:17]=[C:16]([CH:20]2[C:29]3[C:24](=[C:25]([Cl:31])[CH:26]=[C:27]([Cl:30])[CH:28]=3)[CH2:23][N:22]([CH3:32])[CH2:21]2)[CH:15]=1)(=[O:13])=[O:12].[CH2:33]([N:35]([CH2:38][CH3:39])[CH2:36][CH3:37])C.C(O[N:48]1[C:52](=[O:53])[CH2:51][CH2:50][C:49]1=[O:54])(=O)CCC([O-])=O. (5) The reactants are: [NH2:1][C:2]1[S:3][CH:4]([C:19]2[CH:24]=[CH:23][C:22]([F:25])=[CH:21][C:20]=2[F:26])[C:5]([C:8]2[CH:9]=[CH:10][C:11]3[O:16][CH2:15][C:14](=[O:17])[NH:13][C:12]=3[CH:18]=2)=[CH:6][N:7]=1.Cl[CH2:28][CH:29]=O. Given the product [F:26][C:20]1[CH:21]=[C:22]([F:25])[CH:23]=[CH:24][C:19]=1[CH:4]1[S:3][C:2]2=[N:1][CH:28]=[CH:29][N:7]2[CH:6]=[C:5]1[C:8]1[CH:9]=[CH:10][C:11]2[O:16][CH2:15][C:14](=[O:17])[NH:13][C:12]=2[CH:18]=1, predict the reactants needed to synthesize it. (6) Given the product [CH2:26]([NH:33][C:20]([C:11]1[C:10](=[O:25])[N:9]([O:8][CH2:1][C:2]2[CH:3]=[CH:4][CH:5]=[CH:6][CH:7]=2)[C:14]2[N:15]=[CH:16][N:17]=[CH:18][C:13]=2[C:12]=1[OH:19])=[O:21])[C:27]1[CH:32]=[CH:31][CH:30]=[CH:29][CH:28]=1, predict the reactants needed to synthesize it. The reactants are: [CH2:1]([O:8][N:9]1[C:14]2[N:15]=[CH:16][N:17]=[CH:18][C:13]=2[C:12]([OH:19])=[C:11]([C:20](OCC)=[O:21])[C:10]1=[O:25])[C:2]1[CH:7]=[CH:6][CH:5]=[CH:4][CH:3]=1.[CH2:26]([NH2:33])[C:27]1[CH:32]=[CH:31][CH:30]=[CH:29][CH:28]=1.C(O)(=O)CC(CC(O)=O)(C(O)=O)O. (7) Given the product [Cl:14][C:15]1[C:23]([C:24]([OH:26])=[O:25])=[CH:22][CH:21]=[C:20]2[C:16]=1[C:17]([CH:28]=[O:29])=[CH:18][NH:19]2, predict the reactants needed to synthesize it. The reactants are: ClC1C(C(O)=O)=CC=C2C=1C=CN2.[Cl:14][C:15]1[C:23]([C:24]([O:26]C)=[O:25])=[CH:22][CH:21]=[C:20]2[C:16]=1[C:17]([CH:28]=[O:29])=[CH:18][NH:19]2. (8) Given the product [NH2:1][C:2]1[S:3][C:4]([C:17]2[CH:22]=[CH:21][CH:20]=[C:19]([F:23])[CH:18]=2)=[C:5]([C:7]([N:9]2[C@H:14]([CH2:15][NH:16][C:32]([C:27]3[C:28]([CH3:31])=[N:29][O:30][C:26]=3[CH2:24][CH3:25])=[O:33])[CH2:13][C@H:12]3[C@@H:10]2[CH2:11]3)=[O:8])[N:6]=1, predict the reactants needed to synthesize it. The reactants are: [NH2:1][C:2]1[S:3][C:4]([C:17]2[CH:22]=[CH:21][CH:20]=[C:19]([F:23])[CH:18]=2)=[C:5]([C:7]([N:9]2[C@H:14]([CH2:15][NH2:16])[CH2:13][C@H:12]3[C@@H:10]2[CH2:11]3)=[O:8])[N:6]=1.[CH2:24]([C:26]1[O:30][N:29]=[C:28]([CH3:31])[C:27]=1[C:32](O)=[O:33])[CH3:25].